From a dataset of NCI-60 drug combinations with 297,098 pairs across 59 cell lines. Regression. Given two drug SMILES strings and cell line genomic features, predict the synergy score measuring deviation from expected non-interaction effect. Drug 1: C1=NC(=NC(=O)N1C2C(C(C(O2)CO)O)O)N. Drug 2: C1C(C(OC1N2C=NC(=NC2=O)N)CO)O. Cell line: HT29. Synergy scores: CSS=18.9, Synergy_ZIP=-4.60, Synergy_Bliss=0.922, Synergy_Loewe=-1.93, Synergy_HSA=-1.12.